Task: Binary Classification. Given a drug SMILES string, predict its activity (active/inactive) in a high-throughput screening assay against a specified biological target.. Dataset: Cav3 T-type calcium channel HTS with 100,875 compounds (1) The drug is O1c2cc3C(CC(=O)Nc3cc2OCC1)c1ccncc1. The result is 0 (inactive). (2) The compound is o1c(=O)c2N(CCCc2c2c1ccc(O)c2)C(=O)CN1CCN(CC1)C(=O)c1occc1. The result is 0 (inactive).